This data is from Reaction yield outcomes from USPTO patents with 853,638 reactions. The task is: Predict the reaction yield, written as a fraction of the theoretical maximum amount of product (1.0 means a 100% yield; for example, 0.34 means a 34% yield). (1) The reactants are [OH:1][C:2]1[CH:3]=[CH:4][C:5]2[C:17](=[O:18])[C:16]3[C:15]4[C:10](=[CH:11][C:12]([C:19]#[N:20])=[CH:13][CH:14]=4)[NH:9][C:8]=3[C:7]([CH3:22])([CH3:21])[C:6]=2[CH:23]=1.Cl[CH2:25][CH2:26][N:27]([CH2:30][CH3:31])[CH2:28][CH3:29].C(=O)([O-])[O-].[Cs+].[Cs+].O. The catalyst is CN(C)C(=O)C. The product is [CH2:26]([N:27]([CH2:30][CH3:31])[CH2:28][CH2:29][O:1][C:2]1[CH:3]=[CH:4][C:5]2[C:17](=[O:18])[C:16]3[C:15]4[C:10](=[CH:11][C:12]([C:19]#[N:20])=[CH:13][CH:14]=4)[NH:9][C:8]=3[C:7]([CH3:21])([CH3:22])[C:6]=2[CH:23]=1)[CH3:25]. The yield is 0.320. (2) The reactants are [N+:1]([C:4]1[CH:5]=[N:6][NH:7][CH:8]=1)([O-:3])=[O:2].[H-].[Na+].[CH3:11]I. The catalyst is C1COCC1.CCOC(C)=O. The product is [CH3:11][N:6]1[CH:5]=[C:4]([N+:1]([O-:3])=[O:2])[CH:8]=[N:7]1. The yield is 0.800. (3) The reactants are [C:1]([C:4]1[CH:18]=[CH:17][C:7]([C:8]([NH:10][CH2:11][CH2:12][C:13]([F:16])([F:15])[F:14])=[O:9])=[CH:6][CH:5]=1)(=O)[CH3:2].[C:19]([NH2:22])(=[O:21])[CH3:20].S(NN)(C1C=CC(C)=CC=1)(=O)=O. The catalyst is C1(C)C=CC=CC=1. The product is [CH3:20][C:19]1[O:21][CH:2]=[C:1]([C:4]2[CH:18]=[CH:17][C:7]([C:8]([NH:10][CH2:11][CH2:12][C:13]([F:16])([F:15])[F:14])=[O:9])=[CH:6][CH:5]=2)[N:22]=1. The yield is 0.770. (4) The reactants are Cl[C:2]1[C:11]2[C:6](=[CH:7][C:8]([NH:12][C:13]([O:15][CH2:16]C)=[O:14])=[CH:9][CH:10]=2)[CH:5]=[CH:4][N:3]=1.[CH3:18][O-:19].[Na+].[Cl-].[NH4+]. The catalyst is CS(C)=O. The product is [CH3:18][O:19][C:2]1[C:11]2[C:6](=[CH:7][C:8]([NH:12][C:13]([O:15][CH3:16])=[O:14])=[CH:9][CH:10]=2)[CH:5]=[CH:4][N:3]=1. The yield is 0.840. (5) The reactants are [C:1]([O:7][CH2:8][CH3:9])(=[O:6])[CH2:2][C:3]([CH3:5])=O.[N+:10]([C:13]1[CH:20]=[CH:19][CH:18]=[CH:17][C:14]=1[CH:15]=O)([O-:12])=[O:11].[NH4+:21].[OH-:22]. The catalyst is CCO. The product is [CH3:5][C:3]1[NH:21][C:3]([CH3:5])=[C:2]([C:1]([O:7][CH2:8][CH3:9])=[O:22])[CH:15]([C:14]2[CH:17]=[CH:18][CH:19]=[CH:20][C:13]=2[N+:10]([O-:12])=[O:11])[C:2]=1[C:1]([O:7][CH2:8][CH3:9])=[O:6]. The yield is 0.170. (6) The reactants are [F:1][C:2]1[N:12]=[CH:11][C:5]2[NH:6][C:7](=O)[N:8]=[CH:9][C:4]=2[CH:3]=1.S(Cl)(Cl)=O.[Br:17][C:18]1[CH:19]=[C:20]([CH:22]=[CH:23][C:24]=1[Cl:25])[NH2:21]. The catalyst is CN(C=O)C.CC(N(C)C)=O. The product is [Br:17][C:18]1[CH:19]=[C:20]([NH:21][C:9]2[C:4]3[CH:3]=[C:2]([F:1])[N:12]=[CH:11][C:5]=3[N:6]=[CH:7][N:8]=2)[CH:22]=[CH:23][C:24]=1[Cl:25]. The yield is 0.990. (7) The catalyst is CC(C)=O. The product is [CH3:16][C:14]1[N:15]=[C:3]2[C:2]([NH:1][CH2:22][C:21]3[C:24]([CH3:28])=[CH:25][CH:26]=[CH:27][C:20]=3[CH2:18][CH3:19])=[CH:7][C:6]([C:8]([O:10][CH2:11][CH3:12])=[O:9])=[CH:5][N:4]2[C:13]=1[CH3:17]. The reactants are [NH2:1][C:2]1[C:3]2[N:4]([C:13]([CH3:17])=[C:14]([CH3:16])[N:15]=2)[CH:5]=[C:6]([C:8]([O:10][CH2:11][CH3:12])=[O:9])[CH:7]=1.[CH2:18]([C:20]1[CH:27]=[CH:26][CH:25]=[C:24]([CH3:28])[C:21]=1[CH2:22]Cl)[CH3:19].C(=O)([O-])[O-].[Na+].[Na+].[I-].[K+]. The yield is 0.0900.